This data is from hERG Central: cardiac toxicity at 1µM, 10µM, and general inhibition. The task is: Predict hERG channel inhibition at various concentrations. (1) The drug is O=C(C1CCCN(S(=O)(=O)c2ccc([N+](=O)[O-])cc2)C1)N1CCCCC1. Results: hERG_inhib (hERG inhibition (general)): blocker. (2) Results: hERG_inhib (hERG inhibition (general)): blocker. The molecule is COc1ccc(N2CCN(c3ncnc4sc(C(=O)NCC5CCCO5)c(C)c34)CC2)cc1. (3) The compound is CCc1ccc(NC(=O)C[n+]2cc(-c3ccc(C)cc3)n3c2CCC3)cc1.[Cl-]. Results: hERG_inhib (hERG inhibition (general)): blocker. (4) The compound is CCOC(=O)Cn1c(=N)n(CCOc2ccc(F)cc2)c2ccccc21.Cl. Results: hERG_inhib (hERG inhibition (general)): blocker. (5) The drug is COc1ccc(N(CC(=O)Nc2ccccc2C(=O)N2CCCC2)S(=O)(=O)c2ccccc2)cc1. Results: hERG_inhib (hERG inhibition (general)): blocker. (6) The drug is COc1ccc(CNCCC(c2ccc(OC(C)C)cc2)C(C)C)cc1OC. Results: hERG_inhib (hERG inhibition (general)): blocker. (7) The compound is Cc1ccc2nc(Cl)c(C3CC(c4ccco4)=NN3S(C)(=O)=O)cc2c1. Results: hERG_inhib (hERG inhibition (general)): blocker. (8) The drug is CN1CCN(c2oc(-c3ccccc3F)nc2S(=O)(=O)c2ccc(Cl)cc2)CC1. Results: hERG_inhib (hERG inhibition (general)): blocker. (9) The molecule is CC(C(=O)Nc1ccccc1-c1ccccc1)N1CCN(C(=O)c2ccccc2)CC1. Results: hERG_inhib (hERG inhibition (general)): blocker. (10) Results: hERG_inhib (hERG inhibition (general)): blocker. The molecule is c1ccc(CCCCN2C(Nc3ccccc3)=NC[C@@H]2Cc2ccccc2)cc1.